From a dataset of Aqueous solubility values for 9,982 compounds from the AqSolDB database. Regression/Classification. Given a drug SMILES string, predict its absorption, distribution, metabolism, or excretion properties. Task type varies by dataset: regression for continuous measurements (e.g., permeability, clearance, half-life) or binary classification for categorical outcomes (e.g., BBB penetration, CYP inhibition). For this dataset (solubility_aqsoldb), we predict Y. (1) The molecule is O=C([O-])[O-].[Cs+].[Cs+]. The Y is 0.930 log mol/L. (2) The molecule is [Nd+3].[Nd+3].[O-2].[O-2].[O-2]. The Y is -7.63 log mol/L. (3) The compound is N#CC1CCCC1=O. The Y is -0.357 log mol/L.